From a dataset of CYP2C9 inhibition data for predicting drug metabolism from PubChem BioAssay. Regression/Classification. Given a drug SMILES string, predict its absorption, distribution, metabolism, or excretion properties. Task type varies by dataset: regression for continuous measurements (e.g., permeability, clearance, half-life) or binary classification for categorical outcomes (e.g., BBB penetration, CYP inhibition). Dataset: cyp2c9_veith. The molecule is CCOC(=O)Cc1c(C)nc2c(-c3ccccc3)c(-c3ccccc3)[nH]n2c1=O. The result is 1 (inhibitor).